Dataset: Reaction yield outcomes from USPTO patents with 853,638 reactions. Task: Predict the reaction yield, written as a fraction of the theoretical maximum amount of product (1.0 means a 100% yield; for example, 0.34 means a 34% yield). (1) The reactants are C([O:4][C@:5]1(O)[CH2:9][N:8]([C:10]([O:12][C:13]([CH3:16])([CH3:15])[CH3:14])=[O:11])[C@H:7]([CH2:17][O:18][C:19]2[CH:28]=[CH:27][C:22]([C:23]([O:25][CH3:26])=[O:24])=[CH:21][CH:20]=2)[CH2:6]1)(=O)C.C([O-])([O-])=O.[K+].[K+]. The catalyst is CO. The product is [C:13]([O:12][C:10]([N:8]1[CH2:9][C@@H:5]([OH:4])[CH2:6][C@H:7]1[CH2:17][O:18][C:19]1[CH:20]=[CH:21][C:22]([C:23]([O:25][CH3:26])=[O:24])=[CH:27][CH:28]=1)=[O:11])([CH3:16])([CH3:14])[CH3:15]. The yield is 0.870. (2) The reactants are S(Cl)(Cl)=O.[Cl:5][C:6]1[C:14]([Cl:15])=[CH:13][CH:12]=[CH:11][C:7]=1[C:8]([OH:10])=O.[Al+3].[Cl-].[Cl-].[Cl-].[CH:20]1C=CC=C[CH:21]=1. The catalyst is ClC(Cl)C. The product is [Cl:15][C:14]1[C:6]([Cl:5])=[C:7]2[C:11]([CH2:20][CH2:21][C:8]2=[O:10])=[CH:12][CH:13]=1. The yield is 0.800.